Dataset: Reaction yield outcomes from USPTO patents with 853,638 reactions. Task: Predict the reaction yield, written as a fraction of the theoretical maximum amount of product (1.0 means a 100% yield; for example, 0.34 means a 34% yield). The reactants are C[O:2][C:3](=[O:10])[CH2:4][C:5](=[O:9])[CH:6]([CH3:8])[CH3:7].C[O-].[Na+].CO.[Cl:16][C:17]1[CH:18]=[N:19][CH:20]=[C:21]([Cl:27])[C:22]=1[C:23](Cl)=[N:24]O. The catalyst is O1CCCC1.O. The product is [Cl:16][C:17]1[CH:18]=[N:19][CH:20]=[C:21]([Cl:27])[C:22]=1[C:23]1[C:4]([C:3]([OH:2])=[O:10])=[C:5]([CH:6]([CH3:8])[CH3:7])[O:9][N:24]=1. The yield is 0.180.